Dataset: Forward reaction prediction with 1.9M reactions from USPTO patents (1976-2016). Task: Predict the product of the given reaction. (1) Given the reactants CC([Si](C)(C)[O:6][C@H:7]1[CH2:12][CH2:11][C@H:10]([C:13]([O:15][CH2:16][CH3:17])=[O:14])[CH2:9][CH2:8]1)(C)C.[SiH](CC)(CC)[CH2:21][CH3:22].C(=O)C.C([O-])(O)=O.[Na+], predict the reaction product. The product is: [CH2:21]([O:6][C@H:7]1[CH2:8][CH2:9][C@H:10]([C:13]([O:15][CH2:16][CH3:17])=[O:14])[CH2:11][CH2:12]1)[CH3:22]. (2) Given the reactants [CH3:1][C:2]1[CH:7]=[CH:6][CH:5]=[CH:4][C:3]=1[C:8]1[CH:13]=[CH:12][C:11]([C:14]([O:16]C)=[O:15])=[CH:10][C:9]=1[C:18]([F:21])([F:20])[F:19].[OH-].[Na+], predict the reaction product. The product is: [CH3:1][C:2]1[CH:7]=[CH:6][CH:5]=[CH:4][C:3]=1[C:8]1[CH:13]=[CH:12][C:11]([C:14]([OH:16])=[O:15])=[CH:10][C:9]=1[C:18]([F:19])([F:20])[F:21]. (3) Given the reactants Cl.[N+:2]([C:5]1[N:10]=[CH:9][C:8]([O:11][C@@H:12]2[CH:19]3[CH2:20][N:15]4[CH2:16][CH:17]([CH2:21][CH:13]2[CH2:14]4)[CH2:18]3)=[CH:7][CH:6]=1)([O-])=O, predict the reaction product. The product is: [NH2:2][C:5]1[N:10]=[CH:9][C:8]([O:11][C@@H:12]2[CH:19]3[CH2:20][N:15]4[CH2:16][CH:17]([CH2:21][CH:13]2[CH2:14]4)[CH2:18]3)=[CH:7][CH:6]=1.